Dataset: Full USPTO retrosynthesis dataset with 1.9M reactions from patents (1976-2016). Task: Predict the reactants needed to synthesize the given product. (1) Given the product [CH2:1]([C:8]1[CH:13]=[CH:12][CH:11]=[CH:10][C:9]=1[O:14][CH:23]([OH:22])[CH3:24])[C:2]1[CH:3]=[CH:4][CH:5]=[CH:6][CH:7]=1, predict the reactants needed to synthesize it. The reactants are: [CH2:1]([C:8]1[CH:13]=[CH:12][CH:11]=[CH:10][C:9]=1[OH:14])[C:2]1[CH:7]=[CH:6][CH:5]=[CH:4][CH:3]=1.C(=O)([O-])[O-].[K+].[K+].C1(=O)O[CH2:24][CH2:23][O:22]1. (2) Given the product [F:16][C:15]([F:18])([F:17])[C:10]([OH:39])=[O:47].[C:27]([C:25]1[CH:26]=[C:22]([C:20]2[NH:1][C:2]3[C:3](=[N:4][C:5]([C:9]4[CH:14]=[CH:13][CH:12]=[CH:11][C:10]=4[C:15]([F:18])([F:17])[F:16])=[N:6][C:7]=3[CH3:8])[N:19]=2)[N:23]([CH3:31])[N:24]=1)([CH3:30])([CH3:29])[CH3:28], predict the reactants needed to synthesize it. The reactants are: [NH2:1][C:2]1[C:3]([NH:19][C:20]([C:22]2[N:23]([CH3:31])[N:24]=[C:25]([C:27]([CH3:30])([CH3:29])[CH3:28])[CH:26]=2)=O)=[N:4][C:5]([C:9]2[CH:14]=[CH:13][CH:12]=[CH:11][C:10]=2[C:15]([F:18])([F:17])[F:16])=[N:6][C:7]=1[CH3:8].CC1(C)C2(CS(O)(=O)=O)C(CC1CC2)=[O:39].[OH2:47]. (3) Given the product [CH:1]1([NH:4][C:5](=[O:40])[C:6]2[CH:11]=[CH:10][C:9]([C:12]3[N:16]4[N:17]=[C:18]([C:28]([C:30]5[CH:35]=[C:34]([F:36])[CH:33]=[CH:32][C:31]=5[OH:37])=[CH2:29])[CH:19]=[C:20]([NH:21][CH2:22][CH2:23][C:24]([F:27])([F:25])[F:26])[C:15]4=[N:14][CH:13]=3)=[CH:8][C:7]=2[CH3:39])[CH2:2][CH2:3]1, predict the reactants needed to synthesize it. The reactants are: [CH:1]1([NH:4][C:5](=[O:40])[C:6]2[CH:11]=[CH:10][C:9]([C:12]3[N:16]4[N:17]=[C:18]([C:28]([C:30]5[CH:35]=[C:34]([F:36])[CH:33]=[CH:32][C:31]=5[O:37]C)=[CH2:29])[CH:19]=[C:20]([NH:21][CH2:22][CH2:23][C:24]([F:27])([F:26])[F:25])[C:15]4=[N:14][CH:13]=3)=[CH:8][C:7]=2[CH3:39])[CH2:3][CH2:2]1.BrB(Br)Br.